This data is from Forward reaction prediction with 1.9M reactions from USPTO patents (1976-2016). The task is: Predict the product of the given reaction. (1) Given the reactants [O:1]1[CH2:6][CH2:5][CH:4]([CH2:7][NH:8][C:9]([C:11]2[C:12]([C:18]([F:21])([F:20])[F:19])=[N:13][C:14](Cl)=[N:15][CH:16]=2)=[O:10])[CH2:3][CH2:2]1.[F:22][C:23]([F:33])([F:32])[C:24]1[CH:30]=[C:29]([Br:31])[CH:28]=[CH:27][C:25]=1[NH2:26], predict the reaction product. The product is: [O:1]1[CH2:6][CH2:5][CH:4]([CH2:7][NH:8][C:9]([C:11]2[C:12]([C:18]([F:21])([F:20])[F:19])=[N:13][C:14]([NH:26][C:25]3[CH:27]=[CH:28][C:29]([Br:31])=[CH:30][C:24]=3[C:23]([F:33])([F:22])[F:32])=[N:15][CH:16]=2)=[O:10])[CH2:3][CH2:2]1. (2) Given the reactants O=[C:2]1[CH2:7][CH2:6][C:5]([C:12]2[CH:17]=[CH:16][C:15]([C:18]([F:21])([F:20])[F:19])=[CH:14][CH:13]=2)([C:8]([O:10][CH3:11])=[O:9])[CH2:4][CH2:3]1.[C:22]([O:26][C:27]([CH3:30])([CH3:29])[CH3:28])(=[O:25])[NH:23][NH2:24].C([BH3-])#N.[Na+].C(=O)(O)[O-].[Na+], predict the reaction product. The product is: [C:27]([O:26][C:22]([NH:23][NH:24][CH:2]1[CH2:7][CH2:6][C:5]([C:12]2[CH:13]=[CH:14][C:15]([C:18]([F:21])([F:20])[F:19])=[CH:16][CH:17]=2)([C:8]([O:10][CH3:11])=[O:9])[CH2:4][CH2:3]1)=[O:25])([CH3:30])([CH3:29])[CH3:28]. (3) Given the reactants [Cl:1][C:2]1[C:3]([CH3:24])=[C:4]([CH2:8][NH:9][C:10]2[N:11]=[C:12]([N:18]3[CH2:23][CH2:22][O:21][CH2:20][CH2:19]3)[S:13][C:14]=2[C:15]([NH2:17])=[O:16])[CH:5]=[CH:6][CH:7]=1.[O:25]([CH2:32][C:33](Cl)=O)[C:26]1[CH:31]=[CH:30][CH:29]=[CH:28][CH:27]=1, predict the reaction product. The product is: [Cl:1][C:2]1[C:3]([CH3:24])=[C:4]([CH2:8][N:9]2[C:10]3[N:11]=[C:12]([N:18]4[CH2:19][CH2:20][O:21][CH2:22][CH2:23]4)[S:13][C:14]=3[C:15](=[O:16])[N:17]=[C:33]2[CH2:32][O:25][C:26]2[CH:31]=[CH:30][CH:29]=[CH:28][CH:27]=2)[CH:5]=[CH:6][CH:7]=1. (4) Given the reactants [CH3:1][O:2][C:3](=[O:21])[C@H:4]([CH2:19][OH:20])[NH:5][C:6](=O)[C:7]1[CH:12]=[CH:11][C:10]([N+:13]([O-:15])=[O:14])=[C:9]([O:16][CH3:17])[CH:8]=1.CC[N+](S(N=C(OC)[O-])(=O)=O)(CC)CC, predict the reaction product. The product is: [CH3:17][O:16][C:9]1[CH:8]=[C:7]([C:6]2[O:20][CH2:19][CH:4]([C:3]([O:2][CH3:1])=[O:21])[N:5]=2)[CH:12]=[CH:11][C:10]=1[N+:13]([O-:15])=[O:14]. (5) Given the reactants I[C:2]1[CH:11]=[CH:10][C:5]([C:6]([O:8][CH3:9])=[O:7])=[CH:4][CH:3]=1.C[Si]([C:16]#[CH:17])(C)C, predict the reaction product. The product is: [C:16]([C:2]1[CH:11]=[CH:10][C:5]([C:6]([O:8][CH3:9])=[O:7])=[CH:4][CH:3]=1)#[CH:17]. (6) Given the reactants Cl[C:2]1[N:7]=[C:6]([NH:8][CH2:9][C:10]2[CH:15]=[CH:14][C:13]([O:16][CH3:17])=[C:12]([O:18][CH3:19])[CH:11]=2)[N:5]2[N:20]=[C:21]([C:23]3[O:24][CH:25]=[CH:26][CH:27]=3)[N:22]=[C:4]2[CH:3]=1.C(Cl)(Cl)Cl.[F-].[NH4+].[C:34]1([CH3:40])[CH:39]=[CH:38][CH:37]=[CH:36][CH:35]=1, predict the reaction product. The product is: [CH3:19][O:18][C:12]1[CH:11]=[C:10]([CH:15]=[CH:14][C:13]=1[O:16][CH3:17])[CH2:9][NH:8][C:6]1[N:5]2[N:20]=[C:21]([C:23]3[O:24][CH:25]=[CH:26][CH:27]=3)[N:22]=[C:4]2[CH:3]=[C:2]([C:36]2[CH:37]=[CH:38][CH:39]=[C:34]([CH:40]3[O:18][CH2:12][CH2:13][O:16]3)[CH:35]=2)[N:7]=1. (7) Given the reactants Cl[CH2:2][CH2:3][O:4][C:5]1[CH:6]=[C:7]2[C:12](=[CH:13][C:14]=1[O:15][CH3:16])[N:11]=[C:10]([C:17]1[CH:22]=[CH:21][CH:20]=[C:19]([C:23]3[CH:28]=[CH:27][CH:26]=[CH:25][CH:24]=3)[CH:18]=1)[N:9]=[C:8]2[NH:29][C:30]1[CH:31]=[C:32]2[C:36](=[CH:37][CH:38]=1)[N:35](C(OC(C)(C)C)=O)[N:34]=[CH:33]2.[NH:46]1[CH2:50][CH2:49][CH2:48][CH2:47]1, predict the reaction product. The product is: [C:23]1([C:19]2[CH:18]=[C:17]([C:10]3[N:9]=[C:8]([NH:29][C:30]4[CH:31]=[C:32]5[C:36](=[CH:37][CH:38]=4)[NH:35][N:34]=[CH:33]5)[C:7]4[C:12](=[CH:13][C:14]([O:15][CH3:16])=[C:5]([O:4][CH2:3][CH2:2][N:46]5[CH2:50][CH2:49][CH2:48][CH2:47]5)[CH:6]=4)[N:11]=3)[CH:22]=[CH:21][CH:20]=2)[CH:24]=[CH:25][CH:26]=[CH:27][CH:28]=1. (8) The product is: [F:32][C:31]([F:33])([F:34])[C:30]([NH:29][CH2:28][C:27]1[CH:36]=[CH:37][C:24]([O:23][CH3:22])=[CH:25][CH:26]=1)=[O:35]. Given the reactants CC(C)(C)C(=O)COC1C=CC(CN)=CC=1.[OH-].[Na+].CC(C)(C)C(=O)[CH2:22][O:23][C:24]1[CH:37]=[CH:36][C:27]([CH2:28][NH:29][C:30](=[O:35])[C:31]([F:34])([F:33])[F:32])=[CH:26][CH:25]=1, predict the reaction product. (9) Given the reactants C(=O)([O-])[O-].[Ca+2:5].[C:6]([OH:18])(=[O:17])[CH2:7][C:8]([CH2:13][C:14]([OH:16])=[O:15])([C:10]([OH:12])=[O:11])[OH:9].[C:19]([O-:31])(=[O:30])[CH2:20][C:21]([CH2:26][C:27]([O-:29])=[O:28])([C:23]([O-:25])=[O:24])[OH:22].[K+:32].[K+].[K+].[Ca].[K], predict the reaction product. The product is: [C:6]([O-:18])(=[O:17])[CH2:7][C:8]([CH2:13][C:14]([O-:16])=[O:15])([C:10]([O-:12])=[O:11])[OH:9].[Ca+2:5].[C:19]([O-:31])(=[O:30])[CH2:20][C:21]([CH2:26][C:27]([O-:29])=[O:28])([C:23]([O-:25])=[O:24])[OH:22].[Ca+2:5].[Ca+2:5].[C:6]([O-:18])(=[O:17])[CH2:7][C:8]([CH2:13][C:14]([O-:16])=[O:15])([C:10]([O-:12])=[O:11])[OH:9].[K+:32].[K+:32].[K+:32]. (10) Given the reactants [Cl:1][CH:2]([Cl:5])[C:3]#[N:4].C[O-].[Na+].Cl.N[C@H:11]([C:14]([O:16][CH2:17]C)=[O:15])[CH2:12][OH:13].ClCCl, predict the reaction product. The product is: [Cl:1][CH:2]([Cl:5])[C:3]1[O:13][CH2:12][CH:11]([C:14]([O:16][CH3:17])=[O:15])[N:4]=1.